This data is from Peptide-MHC class II binding affinity with 134,281 pairs from IEDB. The task is: Regression. Given a peptide amino acid sequence and an MHC pseudo amino acid sequence, predict their binding affinity value. This is MHC class II binding data. (1) The peptide sequence is SQTLELSWNLNGLQAY. The MHC is DRB1_0802 with pseudo-sequence DRB1_0802. The binding affinity (normalized) is 0.508. (2) The peptide sequence is VENVRVAYGKCDSAG. The MHC is DRB3_0301 with pseudo-sequence DRB3_0301. The binding affinity (normalized) is 0.303. (3) The peptide sequence is LVRKLHHKLKNCECN. The MHC is DRB1_0101 with pseudo-sequence DRB1_0101. The binding affinity (normalized) is 0.390. (4) The peptide sequence is GNTPIFKSGRGCGSC. The MHC is HLA-DPA10201-DPB10101 with pseudo-sequence HLA-DPA10201-DPB10101. The binding affinity (normalized) is 0. (5) The peptide sequence is KEAIEERVERIKSEY. The MHC is HLA-DQA10501-DQB10302 with pseudo-sequence HLA-DQA10501-DQB10302. The binding affinity (normalized) is 0.